Dataset: Forward reaction prediction with 1.9M reactions from USPTO patents (1976-2016). Task: Predict the product of the given reaction. (1) Given the reactants [CH:1]([N:4]1[C:12]2[C:7](=[CH:8][CH:9]=[C:10]([C:13](OC)=[O:14])[CH:11]=2)[CH:6]=[CH:5]1)([CH3:3])[CH3:2].[BH4-].[Li+], predict the reaction product. The product is: [CH:1]([N:4]1[C:12]2[C:7](=[CH:8][CH:9]=[C:10]([CH2:13][OH:14])[CH:11]=2)[CH:6]=[CH:5]1)([CH3:3])[CH3:2]. (2) Given the reactants C(OC([N:8]1[CH2:13][CH2:12][N:11]([C:14]([C:16]2[C:24]3[C:19](=[CH:20][C:21]([C:25]#[N:26])=[CH:22][CH:23]=3)[N:18]([C:27]3[CH:32]=[CH:31][CH:30]=[CH:29][CH:28]=3)[C:17]=2[O:33][C:34]2[CH:39]=[C:38]([F:40])[CH:37]=[CH:36][C:35]=2[CH3:41])=[O:15])[CH2:10][CH2:9]1)=O)(C)(C)C.C(O)(C(F)(F)F)=O, predict the reaction product. The product is: [F:40][C:38]1[CH:37]=[CH:36][C:35]([CH3:41])=[C:34]([CH:39]=1)[O:33][C:17]1[N:18]([C:27]2[CH:28]=[CH:29][CH:30]=[CH:31][CH:32]=2)[C:19]2[C:24]([C:16]=1[C:14]([N:11]1[CH2:10][CH2:9][NH:8][CH2:13][CH2:12]1)=[O:15])=[CH:23][CH:22]=[C:21]([C:25]#[N:26])[CH:20]=2. (3) Given the reactants [CH2:1]([O:8][C:9]([N:11]1[CH2:16][CH2:15][C:14](=O)[CH2:13][CH:12]1[C:18]1[CH:23]=[CH:22][C:21]([Cl:24])=[CH:20][CH:19]=1)=[O:10])[C:2]1[CH:7]=[CH:6][CH:5]=[CH:4][CH:3]=1.ClC1C=CC(C2N(S(C3C=CC(Cl)=CC=3)(=O)=O)CC3[CH:48]=[N:49][NH:50]C=3C2)=CC=1.O.NN.N1CCC(=O)CC1, predict the reaction product. The product is: [Cl:24][C:21]1[CH:22]=[CH:23][C:18]([CH:12]2[N:11]([C:9]([O:8][CH2:1][C:2]3[CH:7]=[CH:6][CH:5]=[CH:4][CH:3]=3)=[O:10])[CH2:16][C:15]3[CH:48]=[N:49][NH:50][C:14]=3[CH2:13]2)=[CH:19][CH:20]=1. (4) Given the reactants Cl[C:2]1[C:3](=[O:14])[C:4]2[C:9]([C:10](=[O:13])[C:11]=1Cl)=[CH:8][CH:7]=[CH:6][CH:5]=2.[NH2:15][C:16]1[CH:25]=[C:24]2[C:19]([C:20]([CH3:27])=[CH:21][C:22](=[O:26])[O:23]2)=[CH:18][CH:17]=1.[CH2:28]([N:30](CC)[CH2:31][CH3:32])[CH3:29].N1CCCC1, predict the reaction product. The product is: [N:30]1([C:11]2[C:10](=[O:13])[C:9]3[C:4](=[CH:5][CH:6]=[CH:7][CH:8]=3)[C:3](=[O:14])[C:2]=2[NH:15][C:16]2[CH:25]=[C:24]3[C:19]([C:20]([CH3:27])=[CH:21][C:22](=[O:26])[O:23]3)=[CH:18][CH:17]=2)[CH2:31][CH2:32][CH2:29][CH2:28]1. (5) Given the reactants [CH3:1][C:2]1[S:3][C:4]2[CH:10]=[CH:9][C:8]([O:11][CH2:12][CH2:13][CH2:14]Cl)=[CH:7][C:5]=2[N:6]=1.[C:16]([C:18]1[CH:19]=[C:20]2[C:24](=[CH:25][CH:26]=1)[NH:23][CH:22]=[C:21]2[C:27]1[CH2:28][CH2:29][NH:30][CH2:31][CH:32]=1)#[N:17].[I-].[K+], predict the reaction product. The product is: [C:16]([C:18]1[CH:19]=[C:20]2[C:24](=[CH:25][CH:26]=1)[NH:23][CH:22]=[C:21]2[C:27]1[CH2:28][CH2:29][N:30]([CH2:14][CH2:13][CH2:12][O:11][C:8]2[CH:9]=[CH:10][C:4]3[S:3][C:2]([CH3:1])=[N:6][C:5]=3[CH:7]=2)[CH2:31][CH:32]=1)#[N:17]. (6) Given the reactants Cl.Cl.[CH3:3][N:4]([CH3:12])[C:5]1[CH:10]=[CH:9][CH:8]=[C:7]([NH2:11])[CH:6]=1.[CH2:13]([O:15][C:16](=[O:30])[CH:17]([C:22](=O)[C:23]1[CH:28]=[CH:27][CH:26]=[CH:25][CH:24]=1)[CH2:18][C:19](=O)[CH3:20])[CH3:14].C(N(CC)CC)C.CC1C=CC(S(O)(=O)=O)=CC=1, predict the reaction product. The product is: [CH2:13]([O:15][C:16]([C:17]1[CH:18]=[C:19]([CH3:20])[N:11]([C:7]2[CH:8]=[CH:9][CH:10]=[C:5]([N:4]([CH3:12])[CH3:3])[CH:6]=2)[C:22]=1[C:23]1[CH:28]=[CH:27][CH:26]=[CH:25][CH:24]=1)=[O:30])[CH3:14]. (7) Given the reactants [CH3:1][S:2]([C:5]1[CH:10]=[CH:9][C:8]([C:11]2[CH:16]=[CH:15][C:14]([O:17][CH2:18][CH:19]3[CH2:24][CH2:23][N:22](C(OC(C)(C)C)=O)[CH2:21][CH2:20]3)=[CH:13][CH:12]=2)=[CH:7][CH:6]=1)(=[O:4])=[O:3].[C:32]([OH:38])([C:34]([F:37])([F:36])[F:35])=[O:33], predict the reaction product. The product is: [F:35][C:34]([F:37])([F:36])[C:32]([OH:38])=[O:33].[CH3:1][S:2]([C:5]1[CH:6]=[CH:7][C:8]([C:11]2[CH:16]=[CH:15][C:14]([O:17][CH2:18][CH:19]3[CH2:24][CH2:23][NH:22][CH2:21][CH2:20]3)=[CH:13][CH:12]=2)=[CH:9][CH:10]=1)(=[O:4])=[O:3]. (8) Given the reactants [C:1](Cl)(=[O:8])[C:2]1[CH:7]=[CH:6][CH:5]=[CH:4][CH:3]=1.N1CCOCC1.[NH2:16][CH2:17][CH2:18][O:19][C:20]1[C:30]2[CH2:29][CH2:28][N:27]([C:31](=[O:36])[C:32]([F:35])([F:34])[F:33])[CH2:26][CH2:25][C:24]=2[CH:23]=[CH:22][C:21]=1[Cl:37], predict the reaction product. The product is: [C:1]([NH:16][CH2:17][CH2:18][O:19][C:20]1[C:30]2[CH2:29][CH2:28][N:27]([C:31](=[O:36])[C:32]([F:33])([F:35])[F:34])[CH2:26][CH2:25][C:24]=2[CH:23]=[CH:22][C:21]=1[Cl:37])(=[O:8])[C:2]1[CH:7]=[CH:6][CH:5]=[CH:4][CH:3]=1.